Dataset: Forward reaction prediction with 1.9M reactions from USPTO patents (1976-2016). Task: Predict the product of the given reaction. Given the reactants [O:1]=[C:2]([NH:16][C:17]1[CH:18]=[C:19]2[C:24](=[CH:25][CH:26]=1)[N:23]=[CH:22][CH:21]=[CH:20]2)[CH2:3][CH2:4][CH2:5][CH2:6][CH2:7][NH:8]C(=O)OC(C)(C)C, predict the reaction product. The product is: [NH2:8][CH2:7][CH2:6][CH2:5][CH2:4][CH2:3][C:2]([NH:16][C:17]1[CH:18]=[C:19]2[C:24](=[CH:25][CH:26]=1)[N:23]=[CH:22][CH:21]=[CH:20]2)=[O:1].